Dataset: Full USPTO retrosynthesis dataset with 1.9M reactions from patents (1976-2016). Task: Predict the reactants needed to synthesize the given product. (1) The reactants are: [F:1][C:2]1[CH:7]=[CH:6][C:5]([N:8]2[C:16]3[C:11](=[CH:12][C:13]([O:17][C@H:18]([C:22]4[CH:27]=[CH:26][CH:25]=[C:24]([O:28][CH3:29])[CH:23]=4)[C@@H:19]([NH2:21])[CH3:20])=[CH:14][CH:15]=3)[CH:10]=[N:9]2)=[CH:4][CH:3]=1.[NH:30]1[CH:34]=[CH:33][C:32]([C:35](O)=[O:36])=[N:31]1. Given the product [F:1][C:2]1[CH:3]=[CH:4][C:5]([N:8]2[C:16]3[C:11](=[CH:12][C:13]([O:17][C@H:18]([C:22]4[CH:27]=[CH:26][CH:25]=[C:24]([O:28][CH3:29])[CH:23]=4)[C@@H:19]([NH:21][C:35]([C:32]4[CH:33]=[CH:34][NH:30][N:31]=4)=[O:36])[CH3:20])=[CH:14][CH:15]=3)[CH:10]=[N:9]2)=[CH:6][CH:7]=1, predict the reactants needed to synthesize it. (2) Given the product [CH:3]1([C:7]2[CH:16]=[CH:15][C:10]([C:11]([O:13][CH3:14])=[O:12])=[C:9]([CH2:17][CH3:18])[CH:8]=2)[CH2:5][CH2:4]1, predict the reactants needed to synthesize it. The reactants are: Br[Mg][CH:3]1[CH2:5][CH2:4]1.Br[C:7]1[CH:16]=[CH:15][C:10]([C:11]([O:13][CH3:14])=[O:12])=[C:9]([CH2:17][CH3:18])[CH:8]=1. (3) Given the product [NH2:1][C:2]1[N:3]=[CH:4][C:5]2[C:10]([C:11]([C:13]3[CH:18]=[C:17]([NH:19][C:33](=[O:34])[CH2:32][N:30]4[CH:31]=[C:27]([CH:24]5[CH2:25][CH2:26]5)[CH:28]=[N:29]4)[CH:16]=[N:15][CH:14]=3)=[O:12])=[CH:9][N:8]([C:20]([CH3:23])([CH3:22])[CH3:21])[C:6]=2[N:7]=1, predict the reactants needed to synthesize it. The reactants are: [NH2:1][C:2]1[N:3]=[CH:4][C:5]2[C:10]([C:11]([C:13]3[CH:14]=[N:15][CH:16]=[C:17]([NH2:19])[CH:18]=3)=[O:12])=[CH:9][N:8]([C:20]([CH3:23])([CH3:22])[CH3:21])[C:6]=2[N:7]=1.[CH:24]1([C:27]2[CH:28]=[N:29][N:30]([CH2:32][C:33](O)=[O:34])[CH:31]=2)[CH2:26][CH2:25]1.